Dataset: Reaction yield outcomes from USPTO patents with 853,638 reactions. Task: Predict the reaction yield, written as a fraction of the theoretical maximum amount of product (1.0 means a 100% yield; for example, 0.34 means a 34% yield). (1) The reactants are [Li+].[CH3:2][CH:3]([N-:5]C(C)C)C.C(=O)=O.CC(C)=O.C[O:17][C:18]([C:20]1([C:23]([F:26])([F:25])[F:24])[CH2:22][CH2:21]1)=O.C(#N)C. The catalyst is C1COCC1. The product is [O:17]=[C:18]([C:20]1([C:23]([F:26])([F:25])[F:24])[CH2:22][CH2:21]1)[CH2:2][C:3]#[N:5]. The yield is 0.970. (2) The reactants are [OH:1][C:2]1[CH:7]=[CH:6][C:5]([C:8]2[N:17]([CH3:18])[C:16](=[O:19])[C:15]3[C:10](=[CH:11][CH:12]=[CH:13][CH:14]=3)[N:9]=2)=[C:4]([CH3:20])[CH:3]=1.O[CH:22]1[CH2:27][CH2:26][N:25](C(OC(C)(C)C)=O)[CH2:24][CH2:23]1.C1(P(C2C=CC=CC=2)C2C=CC=CC=2)C=CC=CC=1.N(C(OC(C)C)=O)=NC(OC(C)C)=O. The catalyst is C1COCC1.C(OCC)(=O)C.O. The product is [CH3:18][N:17]1[C:16](=[O:19])[C:15]2[C:10](=[CH:11][CH:12]=[CH:13][CH:14]=2)[N:9]=[C:8]1[C:5]1[CH:6]=[CH:7][C:2]([O:1][CH:22]2[CH2:27][CH2:26][NH:25][CH2:24][CH2:23]2)=[CH:3][C:4]=1[CH3:20]. The yield is 0.930.